Dataset: Catalyst prediction with 721,799 reactions and 888 catalyst types from USPTO. Task: Predict which catalyst facilitates the given reaction. (1) Product: [CH3:1][C:2]1[NH:7][C:6]([CH3:8])=[C:5]([C:9]([O:11][C:12]([CH2:15][N:16]([CH2:18][CH2:19][CH:20]([C:21]2[CH:22]=[CH:23][CH:24]=[CH:25][CH:26]=2)[C:27]2[CH:28]=[CH:29][CH:30]=[CH:31][CH:32]=2)[CH3:17])([CH3:13])[CH3:14])=[O:10])[CH:4]([C:33]2[CH:34]=[CH:35][CH:36]=[C:37]([N+:39]([O-:41])=[O:40])[CH:38]=2)[C:3]=1[C:42]([O:44][CH3:45])=[O:43].[S:52]([C:46]1[CH:51]=[CH:50][CH:49]=[CH:48][CH:47]=1)([O-:55])(=[O:54])=[O:53]. Reactant: [CH3:1][C:2]1[NH:7][C:6]([CH3:8])=[C:5]([C:9]([O:11][C:12]([CH2:15][N:16]([CH2:18][CH2:19][CH:20]([C:27]2[CH:28]=[CH:29][CH:30]=[CH:31][CH:32]=2)[C:21]2[CH:22]=[CH:23][CH:24]=[CH:25][CH:26]=2)[CH3:17])([CH3:14])[CH3:13])=[O:10])[CH:4]([C:33]2[CH:34]=[CH:35][CH:36]=[C:37]([N+:39]([O-:41])=[O:40])[CH:38]=2)[C:3]=1[C:42]([O:44][CH3:45])=[O:43].[C:46]1([S:52]([OH:55])(=[O:54])=[O:53])[CH:51]=[CH:50][CH:49]=[CH:48][CH:47]=1. The catalyst class is: 5. (2) Reactant: C(N(CC)CC)C.[C:8]([OH:16])(=[O:15])/[C:9](=[C:11](\[CH:13]=O)/[Br:12])/Br.[CH3:17][S:18][C:19](=[NH:21])[NH2:20].Cl. Product: [Br:12][C:11]1[C:9]([C:8]([OH:16])=[O:15])=[N:20][C:19]([S:18][CH3:17])=[N:21][CH:13]=1. The catalyst class is: 6.